This data is from Peptide-MHC class II binding affinity with 134,281 pairs from IEDB. The task is: Regression. Given a peptide amino acid sequence and an MHC pseudo amino acid sequence, predict their binding affinity value. This is MHC class II binding data. (1) The binding affinity (normalized) is 0.290. The MHC is HLA-DPA10103-DPB10401 with pseudo-sequence HLA-DPA10103-DPB10401. The peptide sequence is TLYGPQLSQKIVQIN. (2) The peptide sequence is IIVILSPLLNAQN. The MHC is DRB4_0101 with pseudo-sequence DRB4_0103. The binding affinity (normalized) is 0.490. (3) The MHC is DRB3_0202 with pseudo-sequence DRB3_0202. The peptide sequence is GELQIVDKIDACFKI. The binding affinity (normalized) is 0.0531. (4) The peptide sequence is TPQLTRNAGVLT. The MHC is DRB3_0301 with pseudo-sequence DRB3_0301. The binding affinity (normalized) is 0. (5) The MHC is HLA-DQA10101-DQB10501 with pseudo-sequence HLA-DQA10101-DQB10501. The binding affinity (normalized) is 0.407. The peptide sequence is ETKYFAATQFEPLAA. (6) The peptide sequence is AITAMSEAQKAAKPA. The MHC is DRB5_0101 with pseudo-sequence DRB5_0101. The binding affinity (normalized) is 0.567. (7) The peptide sequence is YVYEPFPKEVWEQIF. The MHC is DRB1_0701 with pseudo-sequence DRB1_0701. The binding affinity (normalized) is 0.320. (8) The peptide sequence is YLGLEVLTRARAALT. The MHC is DRB1_0301 with pseudo-sequence DRB1_0301. The binding affinity (normalized) is 0.243. (9) The peptide sequence is PQIIKEAINRRLRTAVLA. The MHC is DRB4_0101 with pseudo-sequence DRB4_0103. The binding affinity (normalized) is 0.412. (10) The peptide sequence is TLLRAVESYLLAHSD. The MHC is HLA-DQA10102-DQB10602 with pseudo-sequence HLA-DQA10102-DQB10602. The binding affinity (normalized) is 0.473.